Dataset: Full USPTO retrosynthesis dataset with 1.9M reactions from patents (1976-2016). Task: Predict the reactants needed to synthesize the given product. (1) Given the product [Cl:1][C:2]1[CH:3]=[C:4]([C:10]2([C:25]([F:27])([F:28])[F:26])[O:14][N:13]=[C:12]([C:15]3[CH:23]=[CH:22][C:18]([C:19]([N:68]4[CH2:69][C:70](=[O:71])[N:66]([CH2:65][CH2:64][C:63]([F:62])([F:72])[F:73])[CH2:67]4)=[O:20])=[C:17]([CH3:24])[CH:16]=3)[CH2:11]2)[CH:5]=[C:6]([Cl:9])[C:7]=1[F:8], predict the reactants needed to synthesize it. The reactants are: [Cl:1][C:2]1[CH:3]=[C:4]([C:10]2([C:25]([F:28])([F:27])[F:26])[O:14][N:13]=[C:12]([C:15]3[CH:23]=[CH:22][C:18]([C:19](O)=[O:20])=[C:17]([CH3:24])[CH:16]=3)[CH2:11]2)[CH:5]=[C:6]([Cl:9])[C:7]=1[F:8].CN(C(ON1N=NC2C=CC=NC1=2)=[N+](C)C)C.F[P-](F)(F)(F)(F)F.CCN(C(C)C)C(C)C.[F:62][C:63]([F:73])([F:72])[CH2:64][CH2:65][N:66]1[C:70](=[O:71])[CH2:69][NH:68][CH2:67]1. (2) Given the product [NH2:18][C:14]1[C:13]([C:9]2[N:10]([CH2:11][CH3:12])[C:3]3[C:2]([C:25]4[CH:26]=[CH:27][C:22]([C:19]([OH:21])=[O:20])=[CH:23][CH:24]=4)=[CH:7][N:6]=[CH:5][C:4]=3[N:8]=2)=[N:17][O:16][N:15]=1, predict the reactants needed to synthesize it. The reactants are: Br[C:2]1[C:3]2[N:10]([CH2:11][CH3:12])[C:9]([C:13]3[C:14]([NH2:18])=[N:15][O:16][N:17]=3)=[N:8][C:4]=2[CH:5]=[N:6][CH:7]=1.[C:19]([C:22]1[CH:27]=[CH:26][C:25](B(O)O)=[CH:24][CH:23]=1)([OH:21])=[O:20].C(=O)([O-])[O-].[Na+].[Na+]. (3) Given the product [CH2:47]([O:49][C:50](=[O:53])[CH2:51][NH:52][C:22]([C:15]1[N:16]2[C:17]([CH2:18][O:19][CH2:20][CH2:21]2)=[C:13]([C:11](=[O:12])[NH:10][C@@H:7]([C:1]2[CH:2]=[CH:3][CH:4]=[CH:5][CH:6]=2)[CH2:8][CH3:9])[CH:14]=1)=[O:24])[CH3:48], predict the reactants needed to synthesize it. The reactants are: [C:1]1([C@H:7]([NH:10][C:11]([C:13]2[CH:14]=[C:15]([C:22]([OH:24])=O)[N:16]3[CH2:21][CH2:20][O:19][CH2:18][C:17]=23)=[O:12])[CH2:8][CH3:9])[CH:6]=[CH:5][CH:4]=[CH:3][CH:2]=1.ON1C2C=CC=CC=2N=N1.Cl.C(N=C=NCCCN(C)C)C.[CH2:47]([O:49][C:50](=[O:53])[CH2:51][NH2:52])[CH3:48]. (4) Given the product [Cl:1][C:2]1[CH:3]=[C:4]([C:8]2[N:9]=[C:10]([O:18][S:28]([C:31]([F:34])([F:33])[F:32])(=[O:30])=[O:29])[C:11]3[S:17][CH2:16][CH2:15][CH2:14][C:12]=3[N:13]=2)[CH:5]=[CH:6][CH:7]=1, predict the reactants needed to synthesize it. The reactants are: [Cl:1][C:2]1[CH:3]=[C:4]([C:8]2[N:9]=[C:10]([OH:18])[C:11]3[S:17][CH2:16][CH2:15][CH2:14][C:12]=3[N:13]=2)[CH:5]=[CH:6][CH:7]=1.C(N(CC)C(C)C)(C)C.[S:28](O[S:28]([C:31]([F:34])([F:33])[F:32])(=[O:30])=[O:29])([C:31]([F:34])([F:33])[F:32])(=[O:30])=[O:29].C([O-])(O)=O.[Na+].